From a dataset of Reaction yield outcomes from USPTO patents with 853,638 reactions. Predict the reaction yield, written as a fraction of the theoretical maximum amount of product (1.0 means a 100% yield; for example, 0.34 means a 34% yield). (1) The reactants are [Br:1][C:2]1[C:3]([CH3:10])=[CH:4][C:5](I)=[C:6]([CH:8]=1)[NH2:7].[CH3:11][N:12](C=O)C. The catalyst is CCOC(C)=O.[C-]#N.[Zn+2].[C-]#N.C1C=CC([P]([Pd]([P](C2C=CC=CC=2)(C2C=CC=CC=2)C2C=CC=CC=2)([P](C2C=CC=CC=2)(C2C=CC=CC=2)C2C=CC=CC=2)[P](C2C=CC=CC=2)(C2C=CC=CC=2)C2C=CC=CC=2)(C2C=CC=CC=2)C2C=CC=CC=2)=CC=1. The product is [NH2:7][C:6]1[CH:8]=[C:2]([Br:1])[C:3]([CH3:10])=[CH:4][C:5]=1[C:11]#[N:12]. The yield is 0.830. (2) The reactants are [C:1]([C:3]1[C:11]2[C:6](=[CH:7][C:8]([O:12][CH2:13][CH2:14][CH2:15]I)=[CH:9][CH:10]=2)[N:5]([CH:17]2[CH2:20][CH2:19][CH2:18]2)[C:4]=1[C:21]1[CH:26]=[CH:25][C:24]([NH:27][C:28]([NH:30][CH:31]([CH3:33])[CH3:32])=[O:29])=[CH:23][CH:22]=1)#[N:2].[NH:34]1[CH:38]=[N:37][CH:36]=[N:35]1.[Na]. The catalyst is CN(C=O)C. The product is [C:1]([C:3]1[C:11]2[C:6](=[CH:7][C:8]([O:12][CH2:13][CH2:14][CH2:15][N:34]3[CH:38]=[N:37][CH:36]=[N:35]3)=[CH:9][CH:10]=2)[N:5]([CH:17]2[CH2:20][CH2:19][CH2:18]2)[C:4]=1[C:21]1[CH:26]=[CH:25][C:24]([NH:27][C:28]([NH:30][CH:31]([CH3:33])[CH3:32])=[O:29])=[CH:23][CH:22]=1)#[N:2]. The yield is 0.400.